From a dataset of Forward reaction prediction with 1.9M reactions from USPTO patents (1976-2016). Predict the product of the given reaction. (1) Given the reactants [CH2:1]([O:8][C:9]1[CH:14]=[C:13](Br)[CH:12]=[CH:11][C:10]=1[O:16][CH3:17])[C:2]1[CH:7]=[CH:6][CH:5]=[CH:4][CH:3]=1.[CH3:18][C:19]([CH3:24])([CH3:23])[C:20](=[O:22])[CH3:21].C(O[Na])(C)(C)C.CC1(C)C2C(=C(P(C3C=CC=CC=3)C3C=CC=CC=3)C=CC=2)OC2C(P(C3C=CC=CC=3)C3C=CC=CC=3)=CC=CC1=2, predict the reaction product. The product is: [CH2:1]([O:8][C:9]1[CH:14]=[C:13]([CH2:21][C:20](=[O:22])[C:19]([CH3:24])([CH3:23])[CH3:18])[CH:12]=[CH:11][C:10]=1[O:16][CH3:17])[C:2]1[CH:7]=[CH:6][CH:5]=[CH:4][CH:3]=1. (2) The product is: [CH2:3]([O:7][CH2:9][C:10]([OH:12])=[O:11])[CH2:4][CH:5]=[CH2:6]. Given the reactants [H-].[Na+].[CH2:3]([OH:7])[CH2:4][CH:5]=[CH2:6].Br[CH2:9][C:10]([OH:12])=[O:11], predict the reaction product.